This data is from Full USPTO retrosynthesis dataset with 1.9M reactions from patents (1976-2016). The task is: Predict the reactants needed to synthesize the given product. (1) Given the product [CH2:2]([N:9]1[C:17]2[C:12](=[CH:13][C:14]([NH:18][C:19]3[C:28]4[C:23](=[CH:24][C:25]([C:29]5[O:30][C:31]([CH:34]=[O:35])=[CH:32][CH:33]=5)=[CH:26][CH:27]=4)[N:22]=[CH:21][N:20]=3)=[CH:15][CH:16]=2)[CH:11]=[N:10]1)[C:3]1[CH:8]=[CH:7][CH:6]=[CH:5][CH:4]=1, predict the reactants needed to synthesize it. The reactants are: Cl.[CH2:2]([N:9]1[C:17]2[C:12](=[CH:13][C:14]([NH:18][C:19]3[C:28]4[C:23](=[CH:24][C:25]([C:29]5[O:30][C:31]([CH:34]6OCC[O:35]6)=[CH:32][CH:33]=5)=[CH:26][CH:27]=4)[N:22]=[CH:21][N:20]=3)=[CH:15][CH:16]=2)[CH:11]=[N:10]1)[C:3]1[CH:8]=[CH:7][CH:6]=[CH:5][CH:4]=1.Cl. (2) Given the product [Cl:21][C:11]1[N:12]=[C:13]([CH3:14])[C:8]([C:6]2[O:7][C:3]([CH2:1][CH3:2])=[CH:4][N:5]=2)=[CH:9][C:10]=1[C:16]#[N:17], predict the reactants needed to synthesize it. The reactants are: [CH2:1]([C:3]1[O:7][C:6]([C:8]2[CH:9]=[C:10]([C:16]#[N:17])[C:11](=O)[NH:12][C:13]=2[CH3:14])=[N:5][CH:4]=1)[CH3:2].C(Cl)(=O)C([Cl:21])=O.CN(C=O)C. (3) Given the product [F:1][C:2]1([F:10])[CH2:7][CH2:6][CH:5]([CH:8]=[N:11][OH:12])[CH2:4][CH2:3]1, predict the reactants needed to synthesize it. The reactants are: [F:1][C:2]1([F:10])[CH2:7][CH2:6][CH:5]([CH:8]=O)[CH2:4][CH2:3]1.[NH2:11][OH:12].Cl.C([O-])([O-])=O.[Na+].[Na+]. (4) The reactants are: [F:1][C:2]1[CH:16]=[C:15](B2OC(C)(C)C(C)(C)O2)[CH:14]=[CH:13][C:3]=1[O:4][C:5]1[CH:10]=[C:9]([CH3:11])[N:8]=[C:7]([CH3:12])[CH:6]=1.C([O-])(O)=O.[Na+].Br[C:32]1[CH:37]=[CH:36][N:35]([CH2:38][CH2:39][CH2:40][CH3:41])[C:34](=[O:42])[C:33]=1[C:43]#[N:44]. Given the product [CH2:38]([N:35]1[CH:36]=[CH:37][C:32]([C:15]2[CH:14]=[CH:13][C:3]([O:4][C:5]3[CH:6]=[C:7]([CH3:12])[N:8]=[C:9]([CH3:11])[CH:10]=3)=[C:2]([F:1])[CH:16]=2)=[C:33]([C:43]#[N:44])[C:34]1=[O:42])[CH2:39][CH2:40][CH3:41], predict the reactants needed to synthesize it. (5) Given the product [F:1][C:2]1[CH:7]=[CH:6][C:5]([N:8]2[CH:11]([C:12]3[CH:17]=[CH:16][C:15]([O:18][CH2:19][CH2:20][CH2:21][CH2:22][CH2:23][CH2:24][CH2:25][CH2:26][CH2:27][CH2:28][N:43]([CH3:42])[CH2:44][CH:45]([OH:54])[CH:46]([OH:53])[CH:47]([OH:52])[CH:48]([OH:51])[CH2:49][OH:50])=[CH:14][CH:13]=3)[CH:10]([CH2:30][CH2:31][CH:32]([C:34]3[CH:39]=[CH:38][C:37]([F:40])=[CH:36][CH:35]=3)[OH:33])[C:9]2=[O:41])=[CH:4][CH:3]=1, predict the reactants needed to synthesize it. The reactants are: [F:1][C:2]1[CH:7]=[CH:6][C:5]([N:8]2[CH:11]([C:12]3[CH:17]=[CH:16][C:15]([O:18][CH2:19][CH2:20][CH2:21][CH2:22][CH2:23][CH2:24][CH2:25][CH2:26][CH2:27][CH2:28]I)=[CH:14][CH:13]=3)[CH:10]([CH2:30][CH2:31][CH:32]([C:34]3[CH:39]=[CH:38][C:37]([F:40])=[CH:36][CH:35]=3)[OH:33])[C:9]2=[O:41])=[CH:4][CH:3]=1.[CH3:42][NH:43][CH2:44][CH:45]([OH:54])[CH:46]([OH:53])[CH:47]([OH:52])[CH:48]([OH:51])[CH2:49][OH:50]. (6) Given the product [N:22]1([C:20]2[CH:19]=[CH:18][C:12]3[N:13]4[CH2:17][C@H:16]([CH2:15][CH2:14]4)[N:10]([C:8]([NH:7][C:2]4[CH:3]=[N:4][CH:5]=[CH:6][N:1]=4)=[O:9])[C:11]=3[N:21]=2)[CH2:23][CH2:24][NH:25][CH2:26][CH2:27]1, predict the reactants needed to synthesize it. The reactants are: [N:1]1[CH:6]=[CH:5][N:4]=[CH:3][C:2]=1[NH:7][C:8]([N:10]1[C@@H:16]2[CH2:17][N:13]([CH2:14][CH2:15]2)[C:12]2[CH:18]=[CH:19][C:20]([N:22]3[CH2:27][CH2:26][N:25](C(OC(C)(C)C)=O)[CH2:24][CH2:23]3)=[N:21][C:11]1=2)=[O:9].Cl.C(OCC)C.C([O-])(O)=O.[Na+].